The task is: Predict the reaction yield, written as a fraction of the theoretical maximum amount of product (1.0 means a 100% yield; for example, 0.34 means a 34% yield).. This data is from Reaction yield outcomes from USPTO patents with 853,638 reactions. (1) The reactants are [NH2:1][CH2:2][CH2:3][C:4]1[C:5]([NH:11][C@@H:12]2[C:20]3[C:15](=[CH:16][CH:17]=[CH:18][CH:19]=3)[CH2:14][CH2:13]2)=[N:6][CH:7]=[N:8][C:9]=1Cl.C(N(CC)C(C)C)(C)C. The catalyst is O1CCOCC1. The product is [C@@H:12]1([NH:11][C:5]2[C:4]3[CH2:3][CH2:2][NH:1][C:9]=3[N:8]=[CH:7][N:6]=2)[C:20]2[C:15](=[CH:16][CH:17]=[CH:18][CH:19]=2)[CH2:14][CH2:13]1. The yield is 0.930. (2) The reactants are [CH3:1][C:2]1[O:6][N:5]=[C:4]([C:7]2[CH:12]=[CH:11][CH:10]=[CH:9][CH:8]=2)[C:3]=1[CH2:13][NH:14][C:15]1[CH:23]=[CH:22][C:18]([C:19]([OH:21])=O)=[CH:17][N:16]=1.[NH2:24][CH:25]1[CH2:30][CH2:29][O:28][CH2:27][CH2:26]1. No catalyst specified. The product is [CH3:1][C:2]1[O:6][N:5]=[C:4]([C:7]2[CH:8]=[CH:9][CH:10]=[CH:11][CH:12]=2)[C:3]=1[CH2:13][NH:14][C:15]1[CH:23]=[CH:22][C:18]([C:19]([NH:24][CH:25]2[CH2:30][CH2:29][O:28][CH2:27][CH2:26]2)=[O:21])=[CH:17][N:16]=1. The yield is 0.660. (3) The reactants are [CH3:1][C:2]1[N:6]2[CH:7]=[CH:8][CH:9]=[C:10]([C:11](=[CH2:22])[C:12]([O:14]CC3C=CC=CC=3)=[O:13])[C:5]2=[N:4][N:3]=1. The catalyst is [Pd].CO. The product is [CH3:1][C:2]1[N:6]2[CH:7]=[CH:8][CH:9]=[C:10]([CH:11]([CH3:22])[C:12]([OH:14])=[O:13])[C:5]2=[N:4][N:3]=1. The yield is 0.770. (4) The reactants are [CH2:1]([O:8][CH2:9][C@@H:10]([NH:14][C:15]([O:17][C:18]([CH3:21])([CH3:20])[CH3:19])=[O:16])[C:11]([OH:13])=O)[C:2]1[CH:7]=[CH:6][CH:5]=[CH:4][CH:3]=1.C(N1[CH:33]=[CH:32]N=C1)(N1C=CN=C1)=O.[Cl-].[Mg+2].[Cl-].C(O)(=O)[CH2:38][C:39]([OH:41])=[O:40].C([K])C. The catalyst is C1COCC1. The product is [CH2:1]([O:8][CH2:9][C@@H:10]([NH:14][C:15]([O:17][C:18]([CH3:21])([CH3:20])[CH3:19])=[O:16])[C:11](=[O:13])[CH2:38][C:39]([O:41][CH2:32][CH3:33])=[O:40])[C:2]1[CH:3]=[CH:4][CH:5]=[CH:6][CH:7]=1. The yield is 0.820. (5) The reactants are [C:1]([CH2:3][C:4]1[CH:5]=[CH:6][C:7]([O:39][CH3:40])=[C:8]([N:10]2[C:19]3[C:14](=[CH:15][C:16]([S:20]([N:23]([C:33]4[CH:37]=[CH:36][O:35][N:34]=4)CC4C=CC(OC)=CC=4)(=[O:22])=[O:21])=[CH:17][CH:18]=3)[CH:13]=[CH:12][C:11]2=[O:38])[CH:9]=1)#[N:2].C(O)(C(F)(F)F)=O. The catalyst is C(Cl)Cl. The product is [C:1]([CH2:3][C:4]1[CH:5]=[CH:6][C:7]([O:39][CH3:40])=[C:8]([N:10]2[C:19]3[C:14](=[CH:15][C:16]([S:20]([NH:23][C:33]4[CH:37]=[CH:36][O:35][N:34]=4)(=[O:21])=[O:22])=[CH:17][CH:18]=3)[CH:13]=[CH:12][C:11]2=[O:38])[CH:9]=1)#[N:2]. The yield is 0.0301. (6) The reactants are [Na].C(O)(=[S:4])C.Br[CH2:7][CH2:8][CH2:9][CH2:10][CH2:11][CH2:12][CH2:13][CH2:14][CH2:15][CH2:16][CH2:17][CH2:18][CH2:19][CH2:20][CH2:21][C:22]([OH:24])=[O:23].[OH-].[Na+].Cl. The catalyst is CO. The product is [SH:4][CH2:7][CH2:8][CH2:9][CH2:10][CH2:11][CH2:12][CH2:13][CH2:14][CH2:15][CH2:16][CH2:17][CH2:18][CH2:19][CH2:20][CH2:21][C:22]([OH:24])=[O:23]. The yield is 0.970. (7) The reactants are [H-].[Na+].CN(C)C=O.[CH3:8][O:9][C:10](=[O:28])[C:11]1[CH:16]=[CH:15][CH:14]=[CH:13][C:12]=1[CH2:17][S:18][C:19]1[NH:20][C:21]2[CH:27]=[CH:26][CH:25]=[CH:24][C:22]=2[N:23]=1.[C:29]([O:33][C:34](=[O:37])[CH2:35]Br)([CH3:32])([CH3:31])[CH3:30]. The catalyst is O. The product is [C:29]([O:33][C:34](=[O:37])[CH2:35][C:27]1[C:21]2[NH:20][C:19]([S:18][CH2:17][C:12]3[CH:13]=[CH:14][CH:15]=[CH:16][C:11]=3[C:10]([O:9][CH3:8])=[O:28])=[N:23][C:22]=2[CH:24]=[CH:25][CH:26]=1)([CH3:32])([CH3:31])[CH3:30]. The yield is 0.630.